Task: Predict the product of the given reaction.. Dataset: Forward reaction prediction with 1.9M reactions from USPTO patents (1976-2016) (1) Given the reactants [F:1][C:2]1[CH:3]=[C:4]([C:14]2[CH:15]=[C:16]3[C:22]([C:23]4[CH:24]=[N:25][N:26]([CH2:28][C:29]5[CH:34]=[CH:33][CH:32]=[C:31]([F:35])[CH:30]=5)[CH:27]=4)=[CH:21][N:20]([S:36]([C:39]4[CH:45]=[CH:44][C:42]([CH3:43])=[CH:41][CH:40]=4)(=[O:38])=[O:37])[C:17]3=[N:18][CH:19]=2)[CH:5]=[CH:6][C:7]=1[N:8]1[CH2:13][CH2:12][NH:11][CH2:10][CH2:9]1.[CH3:46][C@H:47]1[CH2:49][O:48]1.CCN(C(C)C)C(C)C, predict the reaction product. The product is: [F:1][C:2]1[CH:3]=[C:4]([C:14]2[CH:15]=[C:16]3[C:22]([C:23]4[CH:24]=[N:25][N:26]([CH2:28][C:29]5[CH:34]=[CH:33][CH:32]=[C:31]([F:35])[CH:30]=5)[CH:27]=4)=[CH:21][N:20]([S:36]([C:39]4[CH:40]=[CH:41][C:42]([CH3:43])=[CH:44][CH:45]=4)(=[O:38])=[O:37])[C:17]3=[N:18][CH:19]=2)[CH:5]=[CH:6][C:7]=1[N:8]1[CH2:9][CH2:10][N:11]([CH2:46][C@@H:47]([OH:48])[CH3:49])[CH2:12][CH2:13]1. (2) Given the reactants [Si:1]([O:8][C:9]1[CH:14]=[CH:13][C:12]([C:15]2[N:16]=[C:17]([C:22]3[CH:27]=[CH:26][C:25]([N+:28]([O-:30])=[O:29])=[CH:24][CH:23]=3)[C:18]([NH2:21])=[N:19][CH:20]=2)=[CH:11][CH:10]=1)([C:4]([CH3:7])([CH3:6])[CH3:5])([CH3:3])[CH3:2].[Si:31]([O:38][C:39]1[CH:44]=[CH:43][C:42]([CH2:45][C:46](Cl)=[O:47])=[CH:41][CH:40]=1)([C:34]([CH3:37])([CH3:36])[CH3:35])([CH3:33])[CH3:32].O, predict the reaction product. The product is: [Si:31]([O:38][C:39]1[CH:40]=[CH:41][C:42]([CH2:45][C:46]([NH:21][C:18]2[C:17]([C:22]3[CH:23]=[CH:24][C:25]([N+:28]([O-:30])=[O:29])=[CH:26][CH:27]=3)=[N:16][C:15]([C:12]3[CH:11]=[CH:10][C:9]([O:8][Si:1]([C:4]([CH3:7])([CH3:5])[CH3:6])([CH3:3])[CH3:2])=[CH:14][CH:13]=3)=[CH:20][N:19]=2)=[O:47])=[CH:43][CH:44]=1)([C:34]([CH3:37])([CH3:36])[CH3:35])([CH3:33])[CH3:32]. (3) Given the reactants [S:1]([Cl:5])(Cl)(=[O:3])=[O:2].[CH3:6][O:7][C:8]1[CH:13]=[CH:12][C:11]([C:14]2[S:15][CH:16]=[CH:17][C:18]=2[CH3:19])=[CH:10][CH:9]=1, predict the reaction product. The product is: [CH3:6][O:7][C:8]1[CH:9]=[CH:10][C:11]([C:14]2[S:15][C:16]([S:1]([Cl:5])(=[O:3])=[O:2])=[CH:17][C:18]=2[CH3:19])=[CH:12][CH:13]=1. (4) Given the reactants [Cl:1][CH2:2][C:3]([C:5]1[CH:10]=[CH:9][CH:8]=[CH:7][CH:6]=1)=[O:4].C([O:18][C:19]1[N:24]=[CH:23][C:22]([CH:25]([NH:37][C:38]2[CH:43]=[CH:42][CH:41]=[CH:40][CH:39]=2)[C:26]([O:28][C@@H:29]2[CH:34]3[CH2:35][CH2:36][N:31]([CH2:32][CH2:33]3)[CH2:30]2)=[O:27])=[CH:21][CH:20]=1)C1C=CC=CC=1.Cl, predict the reaction product. The product is: [Cl-:1].[OH:18][C:19]1[N:24]=[CH:23][C:22]([CH:25]([NH:37][C:38]2[CH:39]=[CH:40][CH:41]=[CH:42][CH:43]=2)[C:26]([O:28][C@@H:29]2[CH:34]3[CH2:35][CH2:36][N+:31]([CH2:2][C:3](=[O:4])[C:5]4[CH:10]=[CH:9][CH:8]=[CH:7][CH:6]=4)([CH2:32][CH2:33]3)[CH2:30]2)=[O:27])=[CH:21][CH:20]=1. (5) Given the reactants [N:1]1([C:6]2[CH:11]=[CH:10][C:9]([C:12](=[O:27])[CH2:13][CH:14]([C:19]3[CH:24]=[C:23]([Cl:25])[CH:22]=[C:21]([Cl:26])[CH:20]=3)[C:15]([F:18])([F:17])[F:16])=[CH:8][CH:7]=2)[CH:5]=[N:4][CH:3]=[N:2]1.[CH3:28][Mg]Br, predict the reaction product. The product is: [N:1]1([C:6]2[CH:7]=[CH:8][C:9]([C:12]([OH:27])([CH2:13][CH:14]([C:19]3[CH:24]=[C:23]([Cl:25])[CH:22]=[C:21]([Cl:26])[CH:20]=3)[C:15]([F:18])([F:16])[F:17])[CH3:28])=[CH:10][CH:11]=2)[CH:5]=[N:4][CH:3]=[N:2]1. (6) Given the reactants Cl.O1CCOCC1.OC(C(F)(F)F)=O.OC(C(F)(F)F)=O.[O:22]1[C:26]2[CH:27]=[CH:28][CH:29]=[CH:30][C:25]=2[N:24]=[C:23]1[N:31]1[CH2:36][CH2:35][N:34](C(OC(C)(C)C)=O)[CH2:33][CH:32]1[CH2:44][O:45][C:46]1[CH:47]=[N:48][CH:49]=[CH:50][CH:51]=1, predict the reaction product. The product is: [N:48]1[CH:49]=[CH:50][CH:51]=[C:46]([O:45][CH2:44][CH:32]2[CH2:33][NH:34][CH2:35][CH2:36][N:31]2[C:23]2[O:22][C:26]3[CH:27]=[CH:28][CH:29]=[CH:30][C:25]=3[N:24]=2)[CH:47]=1.